From a dataset of Catalyst prediction with 721,799 reactions and 888 catalyst types from USPTO. Predict which catalyst facilitates the given reaction. The catalyst class is: 19. Product: [NH2:12][C@H:13]1[CH2:18][CH2:17][N:16]([C:19]([O:21][C:22]([CH3:25])([CH3:24])[CH3:23])=[O:20])[CH2:15][C@H:14]1[O:26][CH2:27][C:28]1[CH:29]=[CH:30][CH:31]=[CH:32][CH:33]=1. Reactant: C([O-])=O.[NH4+].C([NH:12][C@H:13]1[CH2:18][CH2:17][N:16]([C:19]([O:21][C:22]([CH3:25])([CH3:24])[CH3:23])=[O:20])[CH2:15][C@H:14]1[O:26][CH2:27][C:28]1[CH:33]=[CH:32][CH:31]=[CH:30][CH:29]=1)C1C=CC=CC=1.